From a dataset of Forward reaction prediction with 1.9M reactions from USPTO patents (1976-2016). Predict the product of the given reaction. (1) Given the reactants C1(P(C2C=CC=CC=2)C2C=CC=CC=2)C=CC=CC=1.[N:20]([CH2:23][C:24]1[CH:29]=[C:28]([Cl:30])[CH:27]=[CH:26][C:25]=1[O:31][C:32]([F:35])([F:34])[F:33])=[N+]=[N-].Cl.C(Cl)Cl, predict the reaction product. The product is: [Cl:30][C:28]1[CH:27]=[CH:26][C:25]([O:31][C:32]([F:33])([F:34])[F:35])=[C:24]([CH:29]=1)[CH2:23][NH2:20]. (2) The product is: [CH2:1]([O:8][CH2:9][CH:10]([O:12][C:13]1[C:14]2[B:21]([OH:22])[O:25][CH:24]([C:27]#[N:31])[C:15]=2[CH:18]=[CH:19][CH:20]=1)[CH3:11])[C:2]1[CH:3]=[CH:4][CH:5]=[CH:6][CH:7]=1. Given the reactants [CH2:1]([O:8][CH2:9][CH:10]([O:12][C:13]1[C:14]([B:21]2[O:25][C:24]([CH3:27])(C)C(C)(C)[O:22]2)=[C:15]([CH:18]=[CH:19][CH:20]=1)C=O)[CH3:11])[C:2]1[CH:7]=[CH:6][CH:5]=[CH:4][CH:3]=1.[C-]#[N:31].[Na+].Cl, predict the reaction product. (3) Given the reactants Cl[C:2]([Cl:30])(Cl)[C:3](=N)[O:4][C@H:5]1[O:22][C@H:21]([CH2:23][O:24][C:25](=[O:27])[CH3:26])[C@@H:16]([O:17][C:18](=[O:20])[CH3:19])[C@H:11]([O:12][C:13](=[O:15])[CH3:14])[C@@H:6]1[O:7][C:8](=[O:10])[CH3:9].[Br:31][C:32]1[CH:37]=CC(O)=[C:34](Cl)[CH:33]=1.[Si](OS(C(F)(F)F)(=O)=O)(C)(C)C, predict the reaction product. The product is: [C:8]([O:7][C@H:6]1[C@@H:11]([O:12][C:13](=[O:15])[CH3:14])[C@H:16]([O:17][C:18](=[O:20])[CH3:19])[C@@H:21]([CH2:23][O:24][C:25](=[O:27])[CH3:26])[O:22][C@@H:5]1[O:4][C:3]1[CH:34]=[CH:33][C:32]([Br:31])=[CH:37][C:2]=1[Cl:30])(=[O:10])[CH3:9]. (4) Given the reactants [CH3:1][O:2][C:3](=[O:11])[C:4]1[CH:9]=[CH:8][CH:7]=[C:6]([OH:10])[CH:5]=1.C([O-])([O-])=O.[K+].[K+].Cl[CH2:19][C:20]([CH3:22])=[CH2:21], predict the reaction product. The product is: [CH3:1][O:2][C:3](=[O:11])[C:4]1[CH:9]=[CH:8][CH:7]=[C:6]([O:10][CH2:21][C:20]([CH3:22])=[CH2:19])[CH:5]=1. (5) Given the reactants [CH3:1][C:2]1[C:10]([C@H:11]2[O:16][CH2:15][C@@H:14]3[CH2:17][NH:18][CH2:19][CH2:20][N:13]3[CH2:12]2)=[CH:9][CH:8]=[C:7]2[C:3]=1[CH2:4][O:5][C:6]2=[O:21].[CH3:22][C:23]1[C:31]([CH2:32][CH:33]=O)=[CH:30][CH:29]=[C:28]2[C:24]=1[CH2:25][O:26][C:27]2=[O:35].C(O[BH-](OC(=O)C)OC(=O)C)(=O)C.[Na+], predict the reaction product. The product is: [CH3:1][C:2]1[C:10]([C@H:11]2[O:16][CH2:15][C@@H:14]3[CH2:17][N:18]([CH2:33][CH2:32][C:31]4[C:23]([CH3:22])=[C:24]5[C:28](=[CH:29][CH:30]=4)[C:27](=[O:35])[O:26][CH2:25]5)[CH2:19][CH2:20][N:13]3[CH2:12]2)=[CH:9][CH:8]=[C:7]2[C:3]=1[CH2:4][O:5][C:6]2=[O:21].